From a dataset of Tyrosyl-DNA phosphodiesterase HTS with 341,365 compounds. Binary Classification. Given a drug SMILES string, predict its activity (active/inactive) in a high-throughput screening assay against a specified biological target. The molecule is Fc1cc(NC(=O)CCCn2c3c(c(=O)c4c2cccc4)cc(cc3)C)ccc1C. The result is 0 (inactive).